Task: Predict the product of the given reaction.. Dataset: Forward reaction prediction with 1.9M reactions from USPTO patents (1976-2016) (1) Given the reactants [Br:1][C:2]1[C:3]([CH2:8]Br)=[N:4][CH:5]=[CH:6][CH:7]=1.C(O)C.O.[C-:14]#[N:15].[Na+], predict the reaction product. The product is: [Br:1][C:2]1[C:3]([CH2:8][C:14]#[N:15])=[N:4][CH:5]=[CH:6][CH:7]=1. (2) Given the reactants [S:1]1[C:5]2[CH:6]=[CH:7][C:8]([C:10]([NH2:12])=[O:11])=[CH:9][C:4]=2[N:3]=[CH:2]1.I[C:14]1[C:15]([NH:28][C@@H:29]2[CH2:34][CH2:33][CH2:32][N:31]([C:35]([O:37][C:38]([CH3:41])([CH3:40])[CH3:39])=[O:36])[CH2:30]2)=[N:16][C:17]([N:22]2[CH2:27][CH2:26][O:25][CH2:24][CH2:23]2)=[N:18][C:19]=1[O:20][CH3:21].C(=O)([O-])[O-].[Cs+].[Cs+], predict the reaction product. The product is: [C:10]([C:8]1[CH:7]=[CH:6][C:5]2[S:1][C:2]([C:14]3[C:15]([NH:28][C@@H:29]4[CH2:34][CH2:33][CH2:32][N:31]([C:35]([O:37][C:38]([CH3:41])([CH3:40])[CH3:39])=[O:36])[CH2:30]4)=[N:16][C:17]([N:22]4[CH2:23][CH2:24][O:25][CH2:26][CH2:27]4)=[N:18][C:19]=3[O:20][CH3:21])=[N:3][C:4]=2[CH:9]=1)(=[O:11])[NH2:12]. (3) Given the reactants [F:1][C:2]([F:35])([F:34])[C:3]1[CH:4]=[C:5]([CH:27]=[C:28]([C:30]([F:33])([F:32])[F:31])[CH:29]=1)[CH2:6][N:7]1[C:13](=[O:14])[C:12]2[C:15]([C:20]3[CH:25]=[CH:24][CH:23]=[CH:22][C:21]=3[CH3:26])=[CH:16][C:17](Cl)=[N:18][C:11]=2[O:10][CH2:9][CH2:8]1.C([O:40][C:41]([N:43]1[CH2:49][CH2:48][CH2:47][NH:46][CH2:45][CH2:44]1)=O)(C)(C)C.[C:50](Cl)(=O)C, predict the reaction product. The product is: [C:41]([N:43]1[CH2:49][CH2:48][CH2:47][N:46]([C:17]2[CH:16]=[C:15]([C:20]3[CH:25]=[CH:24][CH:23]=[CH:22][C:21]=3[CH3:26])[C:12]3[C:13](=[O:14])[N:7]([CH2:6][C:5]4[CH:27]=[C:28]([C:30]([F:32])([F:31])[F:33])[CH:29]=[C:3]([C:2]([F:35])([F:1])[F:34])[CH:4]=4)[CH2:8][CH2:9][O:10][C:11]=3[N:18]=2)[CH2:45][CH2:44]1)(=[O:40])[CH3:50]. (4) The product is: [Cl:1][C:2]1[CH:3]=[C:4]2[C:5]([CH2:8][CH:9]([C:10]([O:12][CH3:13])=[O:11])[N:14]([C:15]([O:17][CH2:18][CH3:19])=[O:16])[CH2:20]2)=[CH:6][CH:7]=1. Given the reactants [Cl:1][C:2]1[CH:7]=[CH:6][C:5]([CH2:8][CH:9]([NH:14][C:15]([O:17][CH2:18][CH3:19])=[O:16])[C:10]([O:12][CH3:13])=[O:11])=[CH:4][CH:3]=1.[CH2:20]=O, predict the reaction product.